From a dataset of Catalyst prediction with 721,799 reactions and 888 catalyst types from USPTO. Predict which catalyst facilitates the given reaction. (1) Reactant: [Cl:1][C:2]1[CH:7]=[CH:6][C:5]([N:8]=[C:9]=[O:10])=[CH:4][CH:3]=1.C(OC(=O)[NH:17][CH2:18][C:19]1[CH:24]=[CH:23][C:22]([NH2:25])=[CH:21][CH:20]=1)(C)(C)C. Product: [NH2:17][CH2:18][C:19]1[CH:24]=[CH:23][C:22]([NH:25][C:9]([NH:8][C:5]2[CH:6]=[CH:7][C:2]([Cl:1])=[CH:3][CH:4]=2)=[O:10])=[CH:21][CH:20]=1. The catalyst class is: 4. (2) Reactant: [Cl:1][C:2]1[CH:10]=[CH:9][CH:8]=[C:7]2[C:3]=1[C:4]([C:15]([OH:17])=O)=[CH:5][N:6]2[CH2:11][CH2:12][O:13][CH3:14].C(C1NC=CN=1)(C1NC=CN=1)=O.[F:30][C:31]([F:50])([F:49])[C:32]([NH:34][CH2:35][C:36]1[CH:41]=[CH:40][C:39]([F:42])=[C:38]([CH:43]2[CH2:48][CH2:47][NH:46][CH2:45][CH2:44]2)[CH:37]=1)=[O:33]. Product: [Cl:1][C:2]1[CH:10]=[CH:9][CH:8]=[C:7]2[C:3]=1[C:4]([C:15]([N:46]1[CH2:47][CH2:48][CH:43]([C:38]3[CH:37]=[C:36]([CH:41]=[CH:40][C:39]=3[F:42])[CH2:35][NH:34][C:32](=[O:33])[C:31]([F:50])([F:49])[F:30])[CH2:44][CH2:45]1)=[O:17])=[CH:5][N:6]2[CH2:11][CH2:12][O:13][CH3:14]. The catalyst class is: 1.